From a dataset of Blood-brain barrier penetration binary classification data from Martins et al.. Regression/Classification. Given a drug SMILES string, predict its absorption, distribution, metabolism, or excretion properties. Task type varies by dataset: regression for continuous measurements (e.g., permeability, clearance, half-life) or binary classification for categorical outcomes (e.g., BBB penetration, CYP inhibition). Dataset: bbb_martins. (1) The compound is CCC1NC(=O)C(NC(=O)c2ncccc2O)C(C)OC(=O)C(c2ccccc2)NC(=O)C2CC(=O)CCN2C(=O)C(Cc2ccc(N(C)C)cc2)N(C)C(=O)C2CCCN2C1=O. The result is 0 (does not penetrate BBB). (2) The molecule is COc1cc(Cc2cnc(N)nc2N)cc(OC)c1OC. The result is 1 (penetrates BBB). (3) The drug is CC(C)NCC(O)COc1cccc2ccccc12.[Cl]. The result is 1 (penetrates BBB). (4) The compound is CC(=O)Oc1ccccc1C(=O)O. The result is 0 (does not penetrate BBB). (5) The drug is CN1CCC23c4c5ccc(O)c4OC2C(O)CCC3C1C5. The result is 1 (penetrates BBB). (6) The molecule is CN(C)CCOC(C)(c1ccccc1)c1ccc(Cl)cc1. The result is 1 (penetrates BBB). (7) The compound is CN1CCN(c2cc3c(cc2F)c(=O)c(C(=O)O)cn3-c2ccc(F)cc2)CC1. The result is 0 (does not penetrate BBB).